Predict the product of the given reaction. From a dataset of Forward reaction prediction with 1.9M reactions from USPTO patents (1976-2016). (1) Given the reactants [CH3:1][O:2][C:3]1[CH:12]=[C:11]([O:13][CH3:14])[CH:10]=[C:9]([CH3:15])[C:4]=1[C:5]([O:7][CH3:8])=[O:6].C1C(=O)N([Br:23])C(=O)C1, predict the reaction product. The product is: [Br:23][CH2:15][C:9]1[CH:10]=[C:11]([O:13][CH3:14])[CH:12]=[C:3]([O:2][CH3:1])[C:4]=1[C:5]([O:7][CH3:8])=[O:6]. (2) Given the reactants [Cl:1][C:2]1[C:3]([OH:12])=[C:4]([C:8](=[O:11])[CH2:9][CH3:10])[CH:5]=[CH:6][CH:7]=1.[C:13](=O)([O-])[O-].[K+].[K+].S(OC)(OC)(=O)=O, predict the reaction product. The product is: [Cl:1][C:2]1[C:3]([O:12][CH3:13])=[C:4]([C:8](=[O:11])[CH2:9][CH3:10])[CH:5]=[CH:6][CH:7]=1. (3) Given the reactants [CH3:1][O:2][C:3]1[CH:4]=[C:5]2[C:10](=[CH:11][C:12]=1[O:13][CH3:14])[N:9]=[CH:8][CH:7]=[C:6]2[O:15][C:16]1[C:22]([CH3:23])=[CH:21][C:19]([NH2:20])=[C:18]([CH3:24])[CH:17]=1.C1(C)C=CC=CC=1.C(N(CC)CC)C.ClC(Cl)(O[C:43](=[O:49])[O:44][C:45](Cl)(Cl)Cl)Cl.[F:51][C:52]1[CH:62]=[CH:61][C:55]([O:56][CH2:57][CH2:58]CO)=[CH:54][CH:53]=1, predict the reaction product. The product is: [CH3:1][O:2][C:3]1[CH:4]=[C:5]2[C:10](=[CH:11][C:12]=1[O:13][CH3:14])[N:9]=[CH:8][CH:7]=[C:6]2[O:15][C:16]1[C:22]([CH3:23])=[CH:21][C:19]([NH:20][C:43](=[O:49])[O:44][CH2:45][CH2:58][CH2:57][O:56][C:55]2[CH:61]=[CH:62][C:52]([F:51])=[CH:53][CH:54]=2)=[C:18]([CH3:24])[CH:17]=1. (4) Given the reactants Br[C:2]1[CH:7]=[CH:6][N:5]=[C:4]2[NH:8][C:9]([C:11]3[CH:12]=[N:13][N:14]([CH3:16])[CH:15]=3)=[N:10][C:3]=12.C(O[C:22]([N:24]1[CH2:33][CH2:32][C:31]2[C:26](=[CH:27][C:28](B3OC(C)(C)C(C)(C)O3)=[CH:29][CH:30]=2)[CH2:25]1)=[O:23])(C)(C)C.[C:43]([C:47]1[N:51]=[C:50](C(O)=O)[O:49][N:48]=1)([CH3:46])([CH3:45])[CH3:44], predict the reaction product. The product is: [C:43]([C:47]1[N:51]=[C:50]([C:22]([N:24]2[CH2:33][CH2:32][C:31]3[C:26](=[CH:27][C:28]([C:2]4[CH:7]=[CH:6][N:5]=[C:4]5[NH:8][C:9]([C:11]6[CH:12]=[N:13][N:14]([CH3:16])[CH:15]=6)=[N:10][C:3]=45)=[CH:29][CH:30]=3)[CH2:25]2)=[O:23])[O:49][N:48]=1)([CH3:46])([CH3:45])[CH3:44]. (5) The product is: [F:1][C:2]1[CH:12]=[CH:11][C:10]([C:13]2[CH2:17][CH2:16][CH2:15][C:14]=2[C:18]2[C:19]([O:28][CH2:34][C:33]3[CH:36]=[CH:37][C:30]([F:29])=[CH:31][CH:32]=3)=[N:20][CH:21]=[C:22]([C:24]([F:25])([F:26])[F:27])[CH:23]=2)=[CH:9][C:3]=1[C:4]([O:6][CH2:7][CH3:8])=[O:5]. Given the reactants [F:1][C:2]1[CH:12]=[CH:11][C:10]([C:13]2[CH2:17][CH2:16][CH2:15][C:14]=2[C:18]2[C:19]([OH:28])=[N:20][CH:21]=[C:22]([C:24]([F:27])([F:26])[F:25])[CH:23]=2)=[CH:9][C:3]=1[C:4]([O:6][CH2:7][CH3:8])=[O:5].[F:29][C:30]1[CH:37]=[CH:36][C:33]([CH2:34]Br)=[CH:32][CH:31]=1, predict the reaction product. (6) Given the reactants [OH:1][CH:2]1[CH2:6][N:5]([C:7]([O:9][CH2:10][C:11]2[CH:16]=[CH:15][CH:14]=[CH:13][CH:12]=2)=[O:8])[CH2:4][C:3]1([CH3:18])[CH3:17].C[N+]1([O-])CCOCC1, predict the reaction product. The product is: [CH3:17][C:3]1([CH3:18])[C:2](=[O:1])[CH2:6][N:5]([C:7]([O:9][CH2:10][C:11]2[CH:16]=[CH:15][CH:14]=[CH:13][CH:12]=2)=[O:8])[CH2:4]1. (7) Given the reactants [Cl:1][C:2]1[CH:3]=[N:4][CH:5]=[C:6]([Cl:20])[C:7]=1[S:8][C:9]1[S:13][C:12]([C:14]([OH:16])=O)=[CH:11][C:10]=1[N+:17]([O-:19])=[O:18].[CH3:21][C:22]1([CH3:28])[CH2:27][CH2:26][NH:25][CH2:24][CH2:23]1, predict the reaction product. The product is: [Cl:20][C:6]1[CH:5]=[N:4][CH:3]=[C:2]([Cl:1])[C:7]=1[S:8][C:9]1[S:13][C:12]([C:14]([N:25]2[CH2:26][CH2:27][C:22]([CH3:28])([CH3:21])[CH2:23][CH2:24]2)=[O:16])=[CH:11][C:10]=1[N+:17]([O-:19])=[O:18]. (8) Given the reactants [NH2:1][C:2]1[CH:3]=[C:4]([OH:12])[C:5](=[CH:10][CH:11]=1)[C:6]([O:8][CH3:9])=[O:7].[CH:13]([C:16]1[CH:17]=[CH:18][C:19]2[S:23][C:22]([S:24](Cl)(=[O:26])=[O:25])=[C:21]([CH3:28])[C:20]=2[CH:29]=1)([CH3:15])[CH3:14], predict the reaction product. The product is: [OH:12][C:4]1[CH:3]=[C:2]([NH:1][S:24]([C:22]2[S:23][C:19]3[CH:18]=[CH:17][C:16]([CH:13]([CH3:15])[CH3:14])=[CH:29][C:20]=3[C:21]=2[CH3:28])(=[O:25])=[O:26])[CH:11]=[CH:10][C:5]=1[C:6]([O:8][CH3:9])=[O:7].